From a dataset of Full USPTO retrosynthesis dataset with 1.9M reactions from patents (1976-2016). Predict the reactants needed to synthesize the given product. Given the product [CH3:1][O:2][C:3](=[O:33])[C@H:4]([CH2:16][C:17]1[CH:22]=[CH:21][C:20]([C:23]2[C:24]([O:31][CH3:32])=[CH:25][CH:26]=[C:27]([C:39](=[O:40])[NH2:38])[C:28]=2[O:29][CH3:30])=[CH:19][CH:18]=1)[NH:5][C:6](=[O:15])[C:7]1[C:12]([Cl:13])=[CH:11][CH:10]=[CH:9][C:8]=1[Cl:14], predict the reactants needed to synthesize it. The reactants are: [CH3:1][O:2][C:3](=[O:33])[C@H:4]([CH2:16][C:17]1[CH:22]=[CH:21][C:20]([C:23]2[C:28]([O:29][CH3:30])=[CH:27][CH:26]=[CH:25][C:24]=2[O:31][CH3:32])=[CH:19][CH:18]=1)[NH:5][C:6](=[O:15])[C:7]1[C:12]([Cl:13])=[CH:11][CH:10]=[CH:9][C:8]=1[Cl:14].ClS([N:38]=[C:39]=[O:40])(=O)=O.